Dataset: Forward reaction prediction with 1.9M reactions from USPTO patents (1976-2016). Task: Predict the product of the given reaction. Given the reactants C(O[C:4]([C:6]1[NH:7][C:8]2[C:13]([CH:14]=1)=[CH:12][C:11]([CH:15]([OH:23])[CH2:16][N:17]1[CH2:22][CH2:21][CH2:20][CH2:19][CH2:18]1)=[CH:10][CH:9]=2)=[O:5])C.[F:24][C:25]1[CH:26]=[C:27]([CH:29]=[CH:30][C:31]=1[F:32])[NH2:28], predict the reaction product. The product is: [F:24][C:25]1[CH:26]=[C:27]([NH:28][C:4]([C:6]2[NH:7][C:8]3[C:13]([CH:14]=2)=[CH:12][C:11]([CH:15]([OH:23])[CH2:16][N:17]2[CH2:18][CH2:19][CH2:20][CH2:21][CH2:22]2)=[CH:10][CH:9]=3)=[O:5])[CH:29]=[CH:30][C:31]=1[F:32].